From a dataset of Full USPTO retrosynthesis dataset with 1.9M reactions from patents (1976-2016). Predict the reactants needed to synthesize the given product. (1) The reactants are: [CH3:1][O:2][C:3]1[CH:8]=[CH:7][C:6](B(O)O)=[CH:5][CH:4]=1.[C:12]1([CH3:18])[CH:17]=[CH:16][CH:15]=[CH:14][CH:13]=1.C([OH:21])C.[C:22]([O-:25])([O-])=[O:23].[Na+].[Na+].[C:28]([O:31][CH2:32]C)(=O)C. Given the product [OH:21][C:15]1[C:16]([C:6]2[CH:7]=[CH:8][C:3]([O:2][CH3:1])=[CH:4][CH:5]=2)=[CH:17][C:12]([CH2:18][C@H:28]([O:31][CH3:32])[C:22]([OH:25])=[O:23])=[CH:13][CH:14]=1, predict the reactants needed to synthesize it. (2) Given the product [CH2:1]([O:6][C:7]([NH:9][C@H:10]([C:15]([OH:17])=[O:16])[CH2:11][CH2:12][CH2:13][CH3:14])=[O:8])[CH2:2][CH2:3][CH2:4][CH:5]=[CH2:18], predict the reactants needed to synthesize it. The reactants are: [CH2:1]([O:6][C:7]([NH:9][C@H:10]([C:15]([OH:17])=[O:16])[CH2:11][CH2:12][CH2:13][CH3:14])=[O:8])[CH2:2][CH2:3][CH:4]=[CH2:5].[CH2:18](O)CCCC=C.